This data is from Full USPTO retrosynthesis dataset with 1.9M reactions from patents (1976-2016). The task is: Predict the reactants needed to synthesize the given product. (1) Given the product [C:19]([O:18][C:16]([N:2]1[CH2:3][CH2:4][CH:5]([O:8][CH2:9][C:10]([OH:12])=[O:11])[CH2:6][CH2:7]1)=[O:17])([CH3:22])([CH3:21])[CH3:20], predict the reactants needed to synthesize it. The reactants are: Cl.[NH:2]1[CH2:7][CH2:6][CH:5]([O:8][CH2:9][C:10]([O:12]C)=[O:11])[CH2:4][CH2:3]1.[OH-].[Na+].[C:16](O[C:16]([O:18][C:19]([CH3:22])([CH3:21])[CH3:20])=[O:17])([O:18][C:19]([CH3:22])([CH3:21])[CH3:20])=[O:17].Cl. (2) Given the product [CH3:28][Si:25]([CH3:26])([CH3:27])[C:23]1[CH:22]=[C:5]([CH:4]=[C:3]([Si:2]([CH3:1])([CH3:30])[CH3:29])[CH:24]=1)[C:6]([NH:8][C:9]1[CH:14]=[CH:13][C:12]([CH2:15][CH:16]([CH3:20])[C:17]([OH:19])=[O:18])=[C:11]([F:21])[CH:10]=1)=[O:7], predict the reactants needed to synthesize it. The reactants are: [CH3:1][Si:2]([CH3:30])([CH3:29])[C:3]1[CH:4]=[C:5]([CH:22]=[C:23]([Si:25]([CH3:28])([CH3:27])[CH3:26])[CH:24]=1)[C:6]([NH:8][C:9]1[CH:14]=[CH:13][C:12](/[CH:15]=[C:16](\[CH3:20])/[C:17]([OH:19])=[O:18])=[C:11]([F:21])[CH:10]=1)=[O:7].[H][H]. (3) Given the product [CH3:38][O:37][NH:39][C:28]([N:8]1[C:9]2[C:14](=[CH:13][CH:12]=[CH:11][CH:10]=2)[CH2:15][CH2:16][CH:7]1[C:1]1[CH:2]=[CH:3][CH:4]=[CH:5][CH:6]=1)=[O:34], predict the reactants needed to synthesize it. The reactants are: [C:1]1([CH:7]2[CH2:16][CH2:15][C:14]3[C:9](=[CH:10][CH:11]=[CH:12][CH:13]=3)[NH:8]2)[CH:6]=[CH:5][CH:4]=[CH:3][CH:2]=1.C(N(CC)CC)C.ClC(Cl)(O[C:28](=[O:34])OC(Cl)(Cl)Cl)Cl.Cl.[O:37]([NH2:39])[CH3:38]. (4) Given the product [CH3:27][O:28][CH:4]([O:17][CH3:16])[C:5]1[CH:6]=[CH:7][C:8]([CH:9]=[O:37])=[C:13]([O:21][CH3:19])[CH:14]=1, predict the reactants needed to synthesize it. The reactants are: N1[C:14]2[C:5](=[CH:6][CH:7]=[C:8]3[C:13]=2N=CC=[CH:9]3)[CH:4]=CC=1.C[C:16](C)=[O:17].[C:19](=[O:21])=O.[Li]CCCC.[CH:27](N1CCCCC1)=[O:28].CC[O:37]CC. (5) Given the product [Cl:47][C:25]1[C:26]([NH:28][C:29]2[C:39]3[CH2:38][N:37]([S:40]([CH3:43])(=[O:42])=[O:41])[CH2:36][C:35](=[O:44])[NH:34][C:33]=3[CH:32]=[CH:31][C:30]=2[O:45][CH3:46])=[N:27][C:22]([NH:1][C:2]2[C:18]([O:19][CH3:20])=[CH:17][C:5]3[CH2:6][CH2:7][N:8]([CH2:11][C:12]([N:14]([CH3:16])[CH3:15])=[O:13])[CH2:9][CH2:10][C:4]=3[CH:3]=2)=[N:23][CH:24]=1, predict the reactants needed to synthesize it. The reactants are: [NH2:1][C:2]1[C:18]([O:19][CH3:20])=[CH:17][C:5]2[CH2:6][CH2:7][N:8]([CH2:11][C:12]([N:14]([CH3:16])[CH3:15])=[O:13])[CH2:9][CH2:10][C:4]=2[CH:3]=1.Cl[C:22]1[N:27]=[C:26]([NH:28][C:29]2[C:39]3[CH2:38][N:37]([S:40]([CH3:43])(=[O:42])=[O:41])[CH2:36][C:35](=[O:44])[NH:34][C:33]=3[CH:32]=[CH:31][C:30]=2[O:45][CH3:46])[C:25]([Cl:47])=[CH:24][N:23]=1. (6) Given the product [CH2:1]([O:8][C:9]1[CH:10]=[N:19][C:18]([NH2:20])=[N:17][CH:12]=1)[C:2]1[CH:7]=[CH:6][CH:5]=[CH:4][CH:3]=1, predict the reactants needed to synthesize it. The reactants are: [CH2:1]([O:8][C:9](=[CH:12]N(C)C)[CH:10]=O)[C:2]1[CH:7]=[CH:6][CH:5]=[CH:4][CH:3]=1.Cl.[NH2:17][C:18]([NH2:20])=[NH:19].[H-].[Na+].O. (7) Given the product [Cl:1][C:2]1[C:11]([Cl:12])=[C:10]2[C:5]([CH2:6][CH2:7][N:8]([C:19]([C:18]3[CH:22]=[C:23]([S:26]([CH3:29])(=[O:28])=[O:27])[CH:24]=[CH:25][C:17]=3[O:16][CH:13]([CH3:15])[CH3:14])=[O:20])[CH2:9]2)=[CH:4][CH:3]=1, predict the reactants needed to synthesize it. The reactants are: [Cl:1][C:2]1[C:11]([Cl:12])=[C:10]2[C:5]([CH2:6][CH2:7][NH:8][CH2:9]2)=[CH:4][CH:3]=1.[CH:13]([O:16][C:17]1[CH:25]=[CH:24][C:23]([S:26]([CH3:29])(=[O:28])=[O:27])=[CH:22][C:18]=1[C:19](O)=[O:20])([CH3:15])[CH3:14]. (8) Given the product [CH3:1][C:2]1([CH2:9][C:10]([OH:12])=[O:11])[S:6][C:5](=[O:7])[NH:4][C:3]1=[O:8], predict the reactants needed to synthesize it. The reactants are: [CH3:1][C:2]1([CH2:9][C:10]([O:12]C)=[O:11])[S:6][C:5](=[O:7])[NH:4][C:3]1=[O:8].[Li+].[OH-]. (9) Given the product [NH2:24][C@@H:9]([C:7]1[CH:6]=[CH:5][C:4]([NH:13][S:14]([CH3:17])(=[O:16])=[O:15])=[C:3]([CH2:1][CH3:2])[CH:8]=1)[CH2:10][CH3:11], predict the reactants needed to synthesize it. The reactants are: [CH2:1]([C:3]1[CH:8]=[C:7]([C:9](=O)[CH2:10][CH3:11])[CH:6]=[CH:5][C:4]=1[NH:13][S:14]([CH3:17])(=[O:16])=[O:15])[CH3:2].CC([S@]([NH2:24])=O)(C)C.[BH4-].[Na+]. (10) Given the product [CH2:21]([CH:9]1[CH2:10][NH:11][CH2:12][CH2:13][NH:8]1)[CH2:22][C:23]1[CH:24]=[CH:25][CH:26]=[CH:27][CH:28]=1, predict the reactants needed to synthesize it. The reactants are: C([N:8]1[CH2:13][CH2:12][N:11](CC2C=CC=CC=2)[CH2:10][CH:9]1[CH:21]=[CH:22][C:23]1[CH:28]=[CH:27][CH:26]=[CH:25][CH:24]=1)C1C=CC=CC=1.